This data is from Full USPTO retrosynthesis dataset with 1.9M reactions from patents (1976-2016). The task is: Predict the reactants needed to synthesize the given product. Given the product [NH2:1][C:4]1[CH:9]=[CH:8][C:7]([N:10]=[N:11][C:12]2[C:21]3[C:16](=[CH:17][CH:18]=[CH:19][CH:20]=3)[C:15]([N:22]([CH3:24])[CH3:23])=[CH:14][CH:13]=2)=[CH:6][CH:5]=1, predict the reactants needed to synthesize it. The reactants are: [N+:1]([C:4]1[CH:9]=[CH:8][C:7]([N:10]=[N:11][C:12]2[C:21]3[C:16](=[CH:17][CH:18]=[CH:19][CH:20]=3)[C:15]([N:22]([CH3:24])[CH3:23])=[CH:14][CH:13]=2)=[CH:6][CH:5]=1)([O-])=O.O.O.O.O.O.O.O.O.O.S([O-])(O)(=O)=O.[Na+].CO.